This data is from Catalyst prediction with 721,799 reactions and 888 catalyst types from USPTO. The task is: Predict which catalyst facilitates the given reaction. (1) Reactant: [OH:1][C:2]1[CH:7]=[CH:6][C:5]([C:8]2[CH:13]=[CH:12][N+:11]([O-:14])=[CH:10][CH:9]=2)=[CH:4][CH:3]=1.C(=O)([O-])[O-].[K+].[K+].Cl.Cl[CH2:23][CH2:24][CH2:25][N:26]1[CH2:31][CH2:30][CH2:29][CH2:28][CH2:27]1. Product: [N:26]1([CH2:25][CH2:24][CH2:23][O:1][C:2]2[CH:3]=[CH:4][C:5]([C:8]3[CH:13]=[CH:12][N+:11]([O-:14])=[CH:10][CH:9]=3)=[CH:6][CH:7]=2)[CH2:31][CH2:30][CH2:29][CH2:28][CH2:27]1. The catalyst class is: 9. (2) Reactant: C(N(CC)CC)C.[F:8][C:9]1[C:14]([F:15])=[CH:13][CH:12]=[CH:11][C:10]=1[C@H:16]1[CH2:22][N:21]2[C:23]([CH2:26][C:27]([F:30])([F:29])[F:28])=[CH:24][N:25]=[C:20]2[C@H:19]([NH2:31])[CH2:18][CH2:17]1.Cl[C:33](OC1C=CC([N+]([O-])=O)=CC=1)=[O:34].[C:45]1(=[O:56])[C:49]2([CH2:54][CH2:53][NH:52][CH2:51][CH2:50]2)[CH2:48][C:47](=[O:55])[NH:46]1.C(=O)([O-])[O-].[Na+].[Na+]. Product: [F:8][C:9]1[C:14]([F:15])=[CH:13][CH:12]=[CH:11][C:10]=1[C@H:16]1[CH2:22][N:21]2[C:23]([CH2:26][C:27]([F:30])([F:28])[F:29])=[CH:24][N:25]=[C:20]2[C@H:19]([NH:31][C:33]([N:52]2[CH2:51][CH2:50][C:49]3([C:45](=[O:56])[NH:46][C:47](=[O:55])[CH2:48]3)[CH2:54][CH2:53]2)=[O:34])[CH2:18][CH2:17]1. The catalyst class is: 217.